This data is from Forward reaction prediction with 1.9M reactions from USPTO patents (1976-2016). The task is: Predict the product of the given reaction. (1) Given the reactants [CH3:1][C:2]1[C:10]([N+:11]([O-])=O)=[CH:9][C:5]2[O:6][CH2:7][O:8][C:4]=2[CH:3]=1.[Cl-].[NH4+], predict the reaction product. The product is: [CH3:1][C:2]1[C:10]([NH2:11])=[CH:9][C:5]2[O:6][CH2:7][O:8][C:4]=2[CH:3]=1. (2) Given the reactants [F:1][CH2:2][CH:3]([O:6][C:7]1[CH:8]=[C:9]([CH:13]=[C:14]([O:16][CH2:17][C:18]2[CH:23]=[CH:22][CH:21]=[CH:20][CH:19]=2)[CH:15]=1)[C:10]([OH:12])=O)[CH2:4][F:5].[CH3:24][N:25]1[C:29]([CH3:30])=[CH:28][C:27]([NH2:31])=[N:26]1.CCN(C(C)C)C(C)C.CN(C(ON1N=NC2C=CC=NC1=2)=[N+](C)C)C.F[P-](F)(F)(F)(F)F, predict the reaction product. The product is: [CH3:24][N:25]1[C:29]([CH3:30])=[CH:28][C:27]([NH:31][C:10](=[O:12])[C:9]2[CH:13]=[C:14]([O:16][CH2:17][C:18]3[CH:23]=[CH:22][CH:21]=[CH:20][CH:19]=3)[CH:15]=[C:7]([O:6][CH:3]([CH2:2][F:1])[CH2:4][F:5])[CH:8]=2)=[N:26]1. (3) Given the reactants [Cl:1][C:2]1[CH:7]=[CH:6][C:5]([C:8]2[N:9]([CH2:14][C@H:15]([OH:20])[C:16]([F:19])([F:18])[F:17])[C:10](=[O:13])[NH:11][N:12]=2)=[CH:4][CH:3]=1.Br[CH2:22][C:23]1[S:24][C:25]([C:28]2[CH:33]=[CH:32][CH:31]=[C:30]([C:34]([F:37])([F:36])[F:35])[C:29]=2[F:38])=[CH:26][N:27]=1, predict the reaction product. The product is: [Cl:1][C:2]1[CH:7]=[CH:6][C:5]([C:8]2[N:9]([CH2:14][C@H:15]([OH:20])[C:16]([F:18])([F:19])[F:17])[C:10](=[O:13])[N:11]([CH2:22][C:23]3[S:24][C:25]([C:28]4[CH:33]=[CH:32][CH:31]=[C:30]([C:34]([F:37])([F:35])[F:36])[C:29]=4[F:38])=[CH:26][N:27]=3)[N:12]=2)=[CH:4][CH:3]=1. (4) Given the reactants [O:1]1[CH2:5][CH2:4][O:3][CH:2]1[CH2:6][CH2:7][CH2:8][CH2:9][CH2:10][CH2:11][CH2:12][CH2:13][O:14][C:15]1[CH:16]=[C:17]([CH:28]=[C:29]([Br:31])[CH:30]=1)[C:18](OCC1C=CC=CC=1)=[O:19].[H-].[Al+3].[Li+].[H-].[H-].[H-], predict the reaction product. The product is: [O:1]1[CH2:5][CH2:4][O:3][CH:2]1[CH2:6][CH2:7][CH2:8][CH2:9][CH2:10][CH2:11][CH2:12][CH2:13][O:14][C:15]1[CH:16]=[C:17]([CH2:18][OH:19])[CH:28]=[C:29]([Br:31])[CH:30]=1. (5) Given the reactants [Si:1]([O:8][C@H:9]1[CH2:14][CH2:13][C@H:12]2[C@H:15]3[C@H:25]([CH2:26][CH2:27][C@:10]12[CH3:11])[C@:23]1([CH3:24])[C@H:18]([CH2:19][C:20](=[O:28])[CH2:21][CH2:22]1)[CH2:17][C@H:16]3[CH2:29][CH:30]=[CH:31][C:32]1[CH:37]=[C:36]([O:38]CC2C=CC=CC=2)[CH:35]=[C:34]([O:46]CC2C=CC=CC=2)[CH:33]=1)([C:4]([CH3:7])([CH3:6])[CH3:5])([CH3:3])[CH3:2], predict the reaction product. The product is: [Si:1]([O:8][C@H:9]1[CH2:14][CH2:13][C@H:12]2[C@H:15]3[C@H:25]([CH2:26][CH2:27][C@:10]12[CH3:11])[C@:23]1([CH3:24])[C@H:18]([CH2:19][C:20](=[O:28])[CH2:21][CH2:22]1)[CH2:17][C@H:16]3[CH2:29][CH2:30][CH2:31][C:32]1[CH:33]=[C:34]([OH:46])[CH:35]=[C:36]([OH:38])[CH:37]=1)([C:4]([CH3:5])([CH3:6])[CH3:7])([CH3:3])[CH3:2]. (6) Given the reactants BrB(Br)Br.[F:5][C:6]1[CH:7]=[C:8]([C:15]2([C:18]([O:20][CH3:21])=[O:19])[CH2:17][CH2:16]2)[CH:9]=[C:10]([F:14])[C:11]=1[O:12]C.CO, predict the reaction product. The product is: [F:5][C:6]1[CH:7]=[C:8]([C:15]2([C:18]([O:20][CH3:21])=[O:19])[CH2:16][CH2:17]2)[CH:9]=[C:10]([F:14])[C:11]=1[OH:12]. (7) The product is: [C:1]([O:5][C:6]([CH:8]1[CH2:9][CH2:10][CH:11]([C:14]2[CH:15]=[CH:16][C:17]([C:18]([OH:20])=[O:19])=[CH:23][CH:24]=2)[CH2:12][CH2:13]1)=[O:7])([CH3:4])([CH3:2])[CH3:3]. Given the reactants [C:1]([O:5][C:6]([CH:8]1[CH2:13][CH2:12][CH:11]([C:14]2[CH:24]=[CH:23][C:17]([C:18]([O:20]CC)=[O:19])=[CH:16][CH:15]=2)[CH2:10][CH2:9]1)=[O:7])([CH3:4])([CH3:3])[CH3:2].O1CCCC1.O.[OH-].[Li+], predict the reaction product. (8) Given the reactants [C:1]1([CH2:7][C:8]([OH:10])=O)[CH:6]=[CH:5][CH:4]=[CH:3][CH:2]=1.[NH:11]1[C:15]2[CH:16]=[CH:17][CH:18]=[CH:19][C:14]=2[N:13]=[C:12]1[C:20]1[C:24]([NH2:25])=[CH:23][NH:22][N:21]=1.C(Cl)CCl.C1C=CC2N(O)N=NC=2C=1, predict the reaction product. The product is: [NH:13]1[C:14]2[CH:19]=[CH:18][CH:17]=[CH:16][C:15]=2[N:11]=[C:12]1[C:20]1[C:24]([NH:25][C:8](=[O:10])[CH2:7][C:1]2[CH:2]=[CH:3][CH:4]=[CH:5][CH:6]=2)=[CH:23][NH:22][N:21]=1. (9) Given the reactants [CH2:1]([NH:8][C:9]([C:11]1[CH:12]=[C:13]([C@@H:17]2[CH2:19][C@H:18]2[NH:20]C(=O)OC(C)(C)C)[CH:14]=[CH:15][CH:16]=1)=[O:10])[C:2]1[CH:7]=[CH:6][CH:5]=[CH:4][CH:3]=1.[ClH:28].C(OCC)(=O)C, predict the reaction product. The product is: [ClH:28].[NH2:20][C@@H:18]1[CH2:19][C@H:17]1[C:13]1[CH:12]=[C:11]([CH:16]=[CH:15][CH:14]=1)[C:9]([NH:8][CH2:1][C:2]1[CH:7]=[CH:6][CH:5]=[CH:4][CH:3]=1)=[O:10].